This data is from Forward reaction prediction with 1.9M reactions from USPTO patents (1976-2016). The task is: Predict the product of the given reaction. (1) Given the reactants CCN=C=N[CH2:6][CH2:7][CH2:8]N(C)C.C1C=CC2N([OH:21])N=NC=2C=1.C([N:24]([CH2:27][CH3:28])[CH2:25][CH3:26])C.[O:29]1[CH2:34][CH2:33][CH:32]([N:35]2[CH2:40][CH2:39][CH:38]([S:41]([C:44]3[CH:51]=[CH:50][C:47]([CH2:48][NH2:49])=[CH:46][CH:45]=3)(=[O:43])=[O:42])[CH2:37][CH2:36]2)[CH2:31][CH2:30]1.CN([CH:55]=[O:56])C, predict the reaction product. The product is: [O:29]1[CH2:34][CH2:33][CH:32]([N:35]2[CH2:40][CH2:39][CH:38]([S:41]([C:44]3[CH:45]=[CH:46][C:47]([CH2:48][NH:49][C:55]([C:8]4[O:21][C:28]5=[CH:27][N:24]=[CH:25][CH:26]=[C:6]5[CH:7]=4)=[O:56])=[CH:50][CH:51]=3)(=[O:43])=[O:42])[CH2:37][CH2:36]2)[CH2:31][CH2:30]1. (2) The product is: [CH3:1][CH:2]([CH3:12])[C@:3]([CH:6]1[CH2:11][NH:10][CH2:9][CH2:8][NH:7]1)([OH:5])[CH3:4]. Given the reactants [CH3:1][CH:2]([CH3:12])[C@:3]([C:6]1[CH:11]=[N:10][CH:9]=[CH:8][N:7]=1)([OH:5])[CH3:4].[H][H], predict the reaction product. (3) Given the reactants C([O:3][C:4](=[O:32])[CH:5]([O:29][CH2:30][CH3:31])[CH2:6][C:7]1[CH:12]=[CH:11][C:10]([O:13][CH2:14][CH2:15][C:16]2[N:17]=[C:18]([C:22]3[CH:27]=[CH:26][CH:25]=[CH:24][CH:23]=3)[S:19][C:20]=2[CH3:21])=[CH:9][C:8]=1[CH3:28])C.[Li+].[OH-], predict the reaction product. The product is: [CH2:30]([O:29][CH:5]([CH2:6][C:7]1[CH:12]=[CH:11][C:10]([O:13][CH2:14][CH2:15][C:16]2[N:17]=[C:18]([C:22]3[CH:23]=[CH:24][CH:25]=[CH:26][CH:27]=3)[S:19][C:20]=2[CH3:21])=[CH:9][C:8]=1[CH3:28])[C:4]([OH:32])=[O:3])[CH3:31]. (4) Given the reactants [I:1][C:2]1[CH:3]=[C:4]2[C:8](=[CH:9][CH:10]=1)[NH:7][C:6](=[O:11])[C:5]2=O.C(O)(C(F)(F)F)=O.[CH3:20][O:21][C:22](=[O:47])[CH2:23][CH2:24][CH2:25][CH2:26][C:27]([NH:29][C:30]1[CH:46]=[CH:45][C:33]([C:34]([NH:36][NH:37]C(OC(C)(C)C)=O)=[O:35])=[CH:32][CH:31]=1)=[O:28], predict the reaction product. The product is: [I:1][C:2]1[CH:3]=[C:4]2[C:8](=[CH:9][CH:10]=1)[NH:7][C:6](=[O:11])[C:5]2=[N:37][NH:36][C:34]([C:33]1[CH:32]=[CH:31][C:30]([NH:29][C:27](=[O:28])[CH2:26][CH2:25][CH2:24][CH2:23][C:22]([O:21][CH3:20])=[O:47])=[CH:46][CH:45]=1)=[O:35]. (5) Given the reactants [C:1]1([CH2:7][CH2:8][SH:9])[CH:6]=[CH:5][CH:4]=[CH:3][CH:2]=1.[O-]P(OP(OP([O-])([O-])=O)([O-])=O)(=O)[O-].[K+].[K+].[K+].[K+].[K+].[C:28](=[S:30])=[S:29].Br[C:32]([CH3:37])([CH3:36])[C:33]([OH:35])=[O:34], predict the reaction product. The product is: [C:1]1([CH2:7][CH2:8][S:9][C:28]([S:30][C:32]([CH3:37])([CH3:36])[C:33]([OH:35])=[O:34])=[S:29])[CH:6]=[CH:5][CH:4]=[CH:3][CH:2]=1.